The task is: Predict which catalyst facilitates the given reaction.. This data is from Catalyst prediction with 721,799 reactions and 888 catalyst types from USPTO. (1) Reactant: [C:1]([C:3]1[CH:8]=[CH:7][N+:6]([O-:9])=[CH:5][CH:4]=1)#[N:2].C[O-].[Na+].CS(O)(=O)=O.[F:18][C:19]1[CH:24]=[CH:23][C:22]([C:25]([C:30]2[CH:31]=[N:32][C:33]([F:36])=[CH:34][CH:35]=2)(N)[C@@H:26]([NH2:28])[CH3:27])=[CH:21][CH:20]=1. Product: [O-:9][N+:6]1[CH:7]=[CH:8][C:3]([C:1]2[NH:28][CH:26]([CH3:27])[C:25]([C:22]3[CH:23]=[CH:24][C:19]([F:18])=[CH:20][CH:21]=3)([C:30]3[CH:31]=[N:32][C:33]([F:36])=[CH:34][CH:35]=3)[N:2]=2)=[CH:4][CH:5]=1. The catalyst class is: 5. (2) Reactant: C([SiH](CC)CC)C.[Cl:8][C:9]1[CH:27]=[C:26]([Cl:28])[C:25]([O:29]CC2C=CC(OC)=CC=2)=[CH:24][C:10]=1[O:11][C:12]1[N:16]([CH3:17])[N:15]=[C:14]([CH3:18])[C:13]=1[CH:19](O)[CH:20]([CH3:22])[CH3:21]. Product: [Cl:28][C:26]1[CH:27]=[C:9]([Cl:8])[C:10]([O:11][C:12]2[N:16]([CH3:17])[N:15]=[C:14]([CH3:18])[C:13]=2[CH2:19][CH:20]([CH3:21])[CH3:22])=[CH:24][C:25]=1[OH:29]. The catalyst class is: 55. (3) Reactant: [N:1]1[C:5]2[CH:6]=[CH:7][CH:8]=[CH:9][C:4]=2[NH:3][C:2]=1[CH2:10][N:11]([CH3:31])[C:12]([C:14]1[CH:15]=[CH:16][C:17]2[NH:23][CH:22]([CH2:24][C:25]([O:27]C)=[O:26])[C:21](=[O:29])[NH:20][CH2:19][C:18]=2[CH:30]=1)=[O:13].O.[OH-].[Na+].FC(F)(F)C(O)=O. Product: [N:1]1[C:5]2[CH:6]=[CH:7][CH:8]=[CH:9][C:4]=2[NH:3][C:2]=1[CH2:10][N:11]([CH3:31])[C:12]([C:14]1[CH:15]=[CH:16][C:17]2[NH:23][CH:22]([CH2:24][C:25]([OH:27])=[O:26])[C:21](=[O:29])[NH:20][CH2:19][C:18]=2[CH:30]=1)=[O:13]. The catalyst class is: 5. (4) Reactant: C(O)(C(F)(F)F)=O.[Br:8][C:9]1[CH:10]=[C:11]2[C:15](=[CH:16][CH:17]=1)[N:14]([CH:18]1[CH2:23][CH2:22][N:21]([C:24](OC(C)(C)C)=O)[CH2:20][CH2:19]1)[CH2:13][CH2:12]2.C(=O)[C:32]1[CH:37]=[CH:36][N:35]=[CH:34][CH:33]=1.[BH-](OC(C)=O)(OC(C)=O)OC(C)=O.[Na+]. Product: [Br:8][C:9]1[CH:10]=[C:11]2[C:15](=[CH:16][CH:17]=1)[N:14]([CH:18]1[CH2:19][CH2:20][N:21]([CH2:24][C:32]3[CH:37]=[CH:36][N:35]=[CH:34][CH:33]=3)[CH2:22][CH2:23]1)[CH2:13][CH2:12]2. The catalyst class is: 100.